Predict the product of the given reaction. From a dataset of Forward reaction prediction with 1.9M reactions from USPTO patents (1976-2016). (1) Given the reactants Cl[C:2]1[C:11]([C:12]([OH:14])=[O:13])=[CH:10][C:9]2[C:4](=[CH:5][CH:6]=[C:7]([Cl:15])[CH:8]=2)[N:3]=1.[NH2:16][C@@H:17]([CH2:21][C:22]1[CH:27]=[CH:26][C:25]([O:28][C:29]2[CH:34]=[CH:33][C:32]([I:35])=[CH:31][N:30]=2)=[CH:24][CH:23]=1)[C:18]([OH:20])=[O:19], predict the reaction product. The product is: [C:18]([CH:17]([NH:16][C:2]1[C:11]([C:12]([OH:14])=[O:13])=[CH:10][C:9]2[C:4](=[CH:5][CH:6]=[C:7]([Cl:15])[CH:8]=2)[N:3]=1)[CH2:21][C:22]1[CH:23]=[CH:24][C:25]([O:28][C:29]2[CH:34]=[CH:33][C:32]([I:35])=[CH:31][N:30]=2)=[CH:26][CH:27]=1)([OH:20])=[O:19]. (2) Given the reactants [Cl:1][C:2]1[CH:17]=[CH:16][C:5]2[N:6]=[C:7]([NH:9][CH2:10][CH:11]3[CH2:15][CH2:14][NH:13][CH2:12]3)O[C:4]=2[CH:3]=1.Cl.C(O[C:24]([N:26]1CC[C@@H](CN)C1)=O)(C)(C)C.ClC1C=NC2C(=CC=C(Cl)C=2)N=1, predict the reaction product. The product is: [Cl:1][C:2]1[CH:3]=[C:4]2[C:5](=[CH:16][CH:17]=1)[N:6]=[C:7]([NH:9][CH2:10][C@@H:11]1[CH2:15][CH2:14][NH:13][CH2:12]1)[CH:24]=[N:26]2. (3) Given the reactants [NH2:1][C:2]1[C:15]2[C:14](=[O:16])[C:13]3[C:8](=[C:9]([NH2:17])[CH:10]=[CH:11][CH:12]=3)[C:7](=[O:18])[C:6]=2[C:5]([O:19][CH2:20][CH2:21][N:22]([CH3:24])[CH3:23])=[CH:4][CH:3]=1.N[C:26]1C2C(=O)C3C(=C(N)C=CC=3)C(=O)C=2C(Cl)=CC=1.CNN(NC)CCO.[Na].[CH3:53][O:54][S:55]([O:58]C)(=[O:57])=[O:56], predict the reaction product. The product is: [CH3:53][O:54][S:55]([O-:58])(=[O:57])=[O:56].[NH2:1][C:2]1[C:15]2[C:14](=[O:16])[C:13]3[C:8](=[C:9]([NH2:17])[CH:10]=[CH:11][CH:12]=3)[C:7](=[O:18])[C:6]=2[C:5]([O:19][CH2:20][CH2:21][N+:22]([CH3:26])([CH3:24])[CH3:23])=[CH:4][CH:3]=1.